Task: Predict the reaction yield, written as a fraction of the theoretical maximum amount of product (1.0 means a 100% yield; for example, 0.34 means a 34% yield).. Dataset: Reaction yield outcomes from USPTO patents with 853,638 reactions (1) The reactants are CS[C:3]1[N:8]=[C:7]([C:9]2[S:13][C:12]([C:14]([N:16]3[CH2:21][CH2:20][O:19][CH2:18][CH2:17]3)=[O:15])=[CH:11][CH:10]=2)[CH:6]=[CH:5][N:4]=1.O[O:23][S:24]([O-:26])=O.[K+].[CH3:28]C(C)=O.O. No catalyst specified. The product is [CH3:28][S:24]([C:3]1[N:8]=[C:7]([C:9]2[S:13][C:12]([C:14]([N:16]3[CH2:21][CH2:20][O:19][CH2:18][CH2:17]3)=[O:15])=[CH:11][CH:10]=2)[CH:6]=[CH:5][N:4]=1)(=[O:26])=[O:23]. The yield is 0.830. (2) The reactants are Br[C:2]1[C:3](=[O:15])[N:4]([CH2:9][C:10]([O:12][CH2:13][CH3:14])=[O:11])[C:5]([CH3:8])=[CH:6][N:7]=1.[F:16][C:17]([F:26])([C:20]1[CH:25]=[CH:24][CH:23]=[CH:22][CH:21]=1)[CH2:18][NH2:19].C(OCC)(=O)C. The catalyst is C1(C)C=CC=CC=1. The product is [F:16][C:17]([F:26])([C:20]1[CH:21]=[CH:22][CH:23]=[CH:24][CH:25]=1)[CH2:18][NH:19][C:2]1[C:3](=[O:15])[N:4]([CH2:9][C:10]([O:12][CH2:13][CH3:14])=[O:11])[C:5]([CH3:8])=[CH:6][N:7]=1. The yield is 0.760.